From a dataset of Forward reaction prediction with 1.9M reactions from USPTO patents (1976-2016). Predict the product of the given reaction. (1) Given the reactants [CH:1]([CH:4]1[O:8][CH2:7][CH2:6][O:5]1)([CH3:3])[CH3:2].[CH2:9](OCCO)C(C)C, predict the reaction product. The product is: [CH2:4]([O:5][CH:6]([CH3:9])[CH2:7][OH:8])[CH:1]([CH3:3])[CH3:2]. (2) The product is: [Cl:8][C:5]1[CH:6]=[CH:7][C:2]([B:21]2[O:25][C:24]([CH3:27])([CH3:26])[C:23]([CH3:29])([CH3:28])[O:22]2)=[CH:3][C:4]=1[CH:9]([F:11])[CH3:10]. Given the reactants Br[C:2]1[CH:7]=[CH:6][C:5]([Cl:8])=[C:4]([CH:9]([F:11])[CH3:10])[CH:3]=1.C([Li])CCC.C(O[B:21]1[O:25][C:24]([CH3:27])([CH3:26])[C:23]([CH3:29])([CH3:28])[O:22]1)(C)C.Cl, predict the reaction product. (3) Given the reactants [CH2:1]([Mg]Br)[CH3:2].CO[C:7]([C:9]1[S:10][C:11]([C:15]2[CH:20]=[CH:19][C:18]([C:21]([C:26]3[CH:31]=[CH:30][C:29]([O:32][Si](C(C)(C)C)(C)C)=[C:28]([CH3:40])[CH:27]=3)([CH2:24][CH3:25])[CH2:22][CH3:23])=[CH:17][C:16]=2[CH3:41])=[C:12]([CH3:14])[CH:13]=1)=[O:8].[F-].C([N+](CC[CH2:58][CH3:59])(CCCC)CCCC)CCC.C1(C)C=CC(S(O[CH2:70][C@@H:71]2[O:75][C:74](=[O:76])[CH2:73][CH2:72]2)(=O)=O)=CC=1.C(=O)([O-])[O-:79].[K+].[K+], predict the reaction product. The product is: [CH2:24]([C:21]([C:26]1[CH:31]=[CH:30][C:29]([O:32][CH2:70][C@H:71]([OH:75])[CH2:72][CH2:73][C:74]([OH:76])=[O:79])=[C:28]([CH3:40])[CH:27]=1)([C:18]1[CH:19]=[CH:20][C:15]([C:11]2[S:10][C:9]([C:7]([CH2:1][CH3:2])([OH:8])[CH2:58][CH3:59])=[CH:13][C:12]=2[CH3:14])=[C:16]([CH3:41])[CH:17]=1)[CH2:22][CH3:23])[CH3:25]. (4) Given the reactants [CH3:1][O:2][C:3](=[O:13])[C:4]1[C:9]([F:10])=[CH:8][C:7](Br)=[CH:6][C:5]=1[F:12].C(=O)([O-])[O-].[Cs+].[Cs+].C1(P(C2C=CC=CC=2)C2C=CC3C(=CC=CC=3)C=2C2C3C(=CC=CC=3)C=CC=2P(C2C=CC=CC=2)C2C=CC=CC=2)C=CC=CC=1.[C:66](=[NH:79])([C:73]1[CH:78]=[CH:77][CH:76]=[CH:75][CH:74]=1)[C:67]1[CH:72]=[CH:71][CH:70]=[CH:69][CH:68]=1, predict the reaction product. The product is: [CH3:1][O:2][C:3](=[O:13])[C:4]1[C:9]([F:10])=[CH:8][C:7]([N:79]=[C:66]([C:67]2[CH:72]=[CH:71][CH:70]=[CH:69][CH:68]=2)[C:73]2[CH:78]=[CH:77][CH:76]=[CH:75][CH:74]=2)=[CH:6][C:5]=1[F:12].